Dataset: Peptide-MHC class I binding affinity with 185,985 pairs from IEDB/IMGT. Task: Regression. Given a peptide amino acid sequence and an MHC pseudo amino acid sequence, predict their binding affinity value. This is MHC class I binding data. The peptide sequence is SSLPSYAAY. The MHC is HLA-B07:02 with pseudo-sequence HLA-B07:02. The binding affinity (normalized) is 0.0847.